Dataset: NCI-60 drug combinations with 297,098 pairs across 59 cell lines. Task: Regression. Given two drug SMILES strings and cell line genomic features, predict the synergy score measuring deviation from expected non-interaction effect. (1) Drug 1: C1=CC(=CC=C1CCCC(=O)O)N(CCCl)CCCl. Drug 2: CC1CCC2CC(C(=CC=CC=CC(CC(C(=O)C(C(C(=CC(C(=O)CC(OC(=O)C3CCCCN3C(=O)C(=O)C1(O2)O)C(C)CC4CCC(C(C4)OC)OCCO)C)C)O)OC)C)C)C)OC. Cell line: NCI-H226. Synergy scores: CSS=15.2, Synergy_ZIP=-3.02, Synergy_Bliss=1.40, Synergy_Loewe=3.21, Synergy_HSA=4.32. (2) Drug 1: C1=CN(C=N1)CC(O)(P(=O)(O)O)P(=O)(O)O. Synergy scores: CSS=15.2, Synergy_ZIP=-2.90, Synergy_Bliss=0.246, Synergy_Loewe=-3.86, Synergy_HSA=1.60. Drug 2: CC1=C(C(=O)C2=C(C1=O)N3CC4C(C3(C2COC(=O)N)OC)N4)N. Cell line: HOP-92. (3) Drug 1: C1C(C(OC1N2C=C(C(=O)NC2=O)F)CO)O. Drug 2: C1CC(C1)(C(=O)O)C(=O)O.[NH2-].[NH2-].[Pt+2]. Synergy scores: CSS=22.4, Synergy_ZIP=-1.02, Synergy_Bliss=7.72, Synergy_Loewe=0.771, Synergy_HSA=6.88. Cell line: NCIH23. (4) Drug 1: CC(C1=C(C=CC(=C1Cl)F)Cl)OC2=C(N=CC(=C2)C3=CN(N=C3)C4CCNCC4)N. Drug 2: CCN(CC)CCCC(C)NC1=C2C=C(C=CC2=NC3=C1C=CC(=C3)Cl)OC. Cell line: NCI/ADR-RES. Synergy scores: CSS=20.6, Synergy_ZIP=-6.12, Synergy_Bliss=-4.60, Synergy_Loewe=-5.68, Synergy_HSA=-5.60. (5) Drug 1: CCCS(=O)(=O)NC1=C(C(=C(C=C1)F)C(=O)C2=CNC3=C2C=C(C=N3)C4=CC=C(C=C4)Cl)F. Drug 2: C1=CC(=C2C(=C1NCCNCCO)C(=O)C3=C(C=CC(=C3C2=O)O)O)NCCNCCO. Cell line: UACC-257. Synergy scores: CSS=57.0, Synergy_ZIP=10.1, Synergy_Bliss=11.3, Synergy_Loewe=7.49, Synergy_HSA=12.3. (6) Drug 1: C1CCC(C1)C(CC#N)N2C=C(C=N2)C3=C4C=CNC4=NC=N3. Drug 2: C1=CC(=CC=C1CCC2=CNC3=C2C(=O)NC(=N3)N)C(=O)NC(CCC(=O)O)C(=O)O. Cell line: SR. Synergy scores: CSS=37.2, Synergy_ZIP=-1.39, Synergy_Bliss=-6.47, Synergy_Loewe=-5.37, Synergy_HSA=-4.39. (7) Drug 1: C1CN1P(=S)(N2CC2)N3CC3. Drug 2: C(CC(=O)O)C(=O)CN.Cl. Cell line: HCC-2998. Synergy scores: CSS=37.2, Synergy_ZIP=-10.0, Synergy_Bliss=-5.41, Synergy_Loewe=0.303, Synergy_HSA=1.47. (8) Drug 1: C1=CN(C=N1)CC(O)(P(=O)(O)O)P(=O)(O)O. Drug 2: C1CC(=O)NC(=O)C1N2C(=O)C3=CC=CC=C3C2=O. Cell line: A498. Synergy scores: CSS=4.90, Synergy_ZIP=3.41, Synergy_Bliss=-1.99, Synergy_Loewe=3.29, Synergy_HSA=0.620.